From a dataset of Full USPTO retrosynthesis dataset with 1.9M reactions from patents (1976-2016). Predict the reactants needed to synthesize the given product. Given the product [F:1][C:2]([F:7])([F:6])[C:3]([OH:5])=[O:4].[CH3:8][C@H:9]([NH:13][C:14]1[NH:22][C:21]2[C:17]([N:18]=[C:19]([O:23][CH3:24])[N:20]=2)=[C:16]([NH2:25])[N:15]=1)[CH2:10][CH2:11][CH3:12], predict the reactants needed to synthesize it. The reactants are: [F:1][C:2]([F:7])([F:6])[C:3]([OH:5])=[O:4].[CH3:8][C@@H:9]([NH:13][C:14]1[NH:22][C:21]2[C:17]([N:18]=[C:19]([O:23][CH3:24])[N:20]=2)=[C:16]([NH2:25])[N:15]=1)[CH2:10][CH2:11][CH3:12].C[C@H](NC1N=C2C(N=C(OC)N2C2CCCCO2)=C(N)N=1)CCC.